Dataset: Full USPTO retrosynthesis dataset with 1.9M reactions from patents (1976-2016). Task: Predict the reactants needed to synthesize the given product. (1) Given the product [OH:1][CH2:2][C:3]([CH3:8])([CH3:7])[C:4]([O:6][CH3:14])=[O:5], predict the reactants needed to synthesize it. The reactants are: [OH:1][CH2:2][C:3]([CH3:8])([CH3:7])[C:4]([OH:6])=[O:5].OS(O)(=O)=O.[CH3:14]O. (2) Given the product [Cl:30][C:28]1[CH:29]=[C:24]([C:18]2([C:20]([F:22])([F:21])[F:23])[O:17][N:16]=[C:15]([C:8]3[C:9]4[N:10]=[C:11]([CH3:14])[O:12][C:13]=4[C:5]([C:3]([OH:4])=[O:2])=[CH:6][CH:7]=3)[CH2:19]2)[CH:25]=[C:26]([Cl:31])[CH:27]=1, predict the reactants needed to synthesize it. The reactants are: C[O:2][C:3]([C:5]1[C:13]2[O:12][C:11]([CH3:14])=[N:10][C:9]=2[C:8]([C:15]2[CH2:19][C:18]([C:24]3[CH:29]=[C:28]([Cl:30])[CH:27]=[C:26]([Cl:31])[CH:25]=3)([C:20]([F:23])([F:22])[F:21])[O:17][N:16]=2)=[CH:7][CH:6]=1)=[O:4].[OH-].[Na+].CO.